The task is: Predict the reaction yield, written as a fraction of the theoretical maximum amount of product (1.0 means a 100% yield; for example, 0.34 means a 34% yield).. This data is from Reaction yield outcomes from USPTO patents with 853,638 reactions. (1) The reactants are [C:1]([O:5][C:6]([N:8]1[CH2:12][CH2:11][C@H:10]([O:13][C:14]2[N:23]=[CH:22][C:17]3[O:18][CH2:19][CH2:20][NH:21][C:16]=3[CH:15]=2)[CH2:9]1)=[O:7])([CH3:4])([CH3:3])[CH3:2].Br[C:25]1[CH:26]=[C:27]([C:33]([F:36])([F:35])[F:34])[C:28]([O:31][CH3:32])=[N:29][CH:30]=1.CC(C1C=C(C(C)C)C(C2C=CC=CC=2P(C2CCCCC2)C2CCCCC2)=C(C(C)C)C=1)C.CC([O-])(C)C.[Na+]. The catalyst is O1CCOCC1.C1C=CC(/C=C/C(/C=C/C2C=CC=CC=2)=O)=CC=1.C1C=CC(/C=C/C(/C=C/C2C=CC=CC=2)=O)=CC=1.C1C=CC(/C=C/C(/C=C/C2C=CC=CC=2)=O)=CC=1.[Pd].[Pd]. The product is [C:1]([O:5][C:6]([N:8]1[CH2:12][CH2:11][C@H:10]([O:13][C:14]2[N:23]=[CH:22][C:17]3[O:18][CH2:19][CH2:20][N:21]([C:25]4[CH:30]=[N:29][C:28]([O:31][CH3:32])=[C:27]([C:33]([F:36])([F:35])[F:34])[CH:26]=4)[C:16]=3[CH:15]=2)[CH2:9]1)=[O:7])([CH3:4])([CH3:2])[CH3:3]. The yield is 0.510. (2) The reactants are [CH2:1]([O:8][CH2:9][CH2:10][CH2:11][CH2:12][O:13][C:14]1([C:25]2[CH:30]=[CH:29][CH:28]=[CH:27][C:26]=2[CH3:31])[CH2:17][N:16](C(OC(C)(C)C)=O)[CH2:15]1)[C:2]1[CH:7]=[CH:6][CH:5]=[CH:4][CH:3]=1.[F:32][C:33]([F:38])([F:37])[C:34]([OH:36])=[O:35]. The catalyst is ClCCl. The product is [F:32][C:33]([F:38])([F:37])[C:34]([OH:36])=[O:35].[CH2:1]([O:8][CH2:9][CH2:10][CH2:11][CH2:12][O:13][C:14]1([C:25]2[CH:30]=[CH:29][CH:28]=[CH:27][C:26]=2[CH3:31])[CH2:17][NH:16][CH2:15]1)[C:2]1[CH:7]=[CH:6][CH:5]=[CH:4][CH:3]=1. The yield is 1.00. (3) The reactants are [Cl:1][C:2]1[N:7]=[C:6](Cl)[CH:5]=[C:4]([Cl:9])[N:3]=1.[CH3:10][N:11]1[CH:15]=[C:14](B2OC(C)(C)C(C)(C)O2)[CH:13]=[N:12]1.C(=O)([O-])[O-].[Na+].[Na+]. The catalyst is C1COCC1.CC(OC)(C)C.C([O-])(=O)C.[Pd+2].C([O-])(=O)C.C1(P(C2C=CC=CC=2)C2C=CC=CC=2)C=CC=CC=1. The product is [Cl:1][C:2]1[N:3]=[C:4]([Cl:9])[CH:5]=[C:6]([C:14]2[CH:13]=[N:12][N:11]([CH3:10])[CH:15]=2)[N:7]=1. The yield is 0.580. (4) The reactants are C([Sn](CCCC)(CCCC)[C:6]([F:30])=[CH:7][CH:8]=[C:9]([C:11]1[CH:16]=[C:15]([C:17]([CH3:20])([CH3:19])[CH3:18])[CH:14]=[C:13]([C:21]([CH3:24])([CH3:23])[CH3:22])[C:12]=1[O:25][CH2:26][CH:27]([F:29])[F:28])[CH3:10])CCC.I[C:40]([CH3:45])=[CH:41][C:42]([OH:44])=[O:43].[F-].[K+]. The catalyst is CN(C)C=O.O.Cl[Pd](Cl)([P](C1C=CC=CC=1)(C1C=CC=CC=1)C1C=CC=CC=1)[P](C1C=CC=CC=1)(C1C=CC=CC=1)C1C=CC=CC=1. The product is [C:21]([C:13]1[C:12]([O:25][CH2:26][CH:27]([F:28])[F:29])=[C:11]([C:9]([CH3:10])=[CH:8][CH:7]=[C:6]([F:30])[C:40]([CH3:45])=[CH:41][C:42]([OH:44])=[O:43])[CH:16]=[C:15]([C:17]([CH3:20])([CH3:19])[CH3:18])[CH:14]=1)([CH3:22])([CH3:23])[CH3:24]. The yield is 0.810. (5) The reactants are [CH3:1][N:2]([CH2:13][C:14]1[NH:18][C:17]2[CH:19]=[CH:20][CH:21]=[C:22](C(O)=O)[C:16]=2[N:15]=1)[CH:3]1[C:12]2[N:11]=[CH:10][CH:9]=[CH:8][C:7]=2[CH2:6][CH2:5][CH2:4]1.[O:39]=[C:35]1[N:34](P(Cl)([N:34]2[CH2:38][CH2:37]O[C:35]2=[O:39])=O)[CH2:38][CH2:37]O1.C([N:44]([CH2:48][CH3:49])C(C)C)(C)C.[C:50](#N)C. The catalyst is C(OCC)(=O)C.O. The product is [NH2:44][CH2:48][CH2:49][CH2:50][CH2:37][CH2:38][NH:34][C:35]([C:22]1[C:16]2[N:15]=[C:14]([CH2:13][N:2]([CH3:1])[CH:3]3[C:12]4[N:11]=[CH:10][CH:9]=[CH:8][C:7]=4[CH2:6][CH2:5][CH2:4]3)[NH:18][C:17]=2[CH:19]=[CH:20][CH:21]=1)=[O:39]. The yield is 0.230. (6) The reactants are [NH2:1][C:2]1[S:3][C:4]2[C:9]([N:10]=1)=[CH:8][CH:7]=[C:6]([O:11][C:12]1[CH:13]=[C:14]([NH:19][C:20](=[O:32])[C:21]3[CH:26]=[CH:25][CH:24]=[C:23]([C:27]([F:30])([F:29])[F:28])[C:22]=3[Cl:31])[CH:15]=[CH:16][C:17]=1[CH3:18])[N:5]=2.[C:33](Cl)(=[O:35])[CH3:34].C(=O)([O-])O.[Na+]. The catalyst is N1C=CC=CC=1.CN(C)C1C=CN=CC=1. The product is [C:33]([NH:1][C:2]1[S:3][C:4]2[C:9]([N:10]=1)=[CH:8][CH:7]=[C:6]([O:11][C:12]1[CH:13]=[C:14]([NH:19][C:20](=[O:32])[C:21]3[CH:26]=[CH:25][CH:24]=[C:23]([C:27]([F:29])([F:28])[F:30])[C:22]=3[Cl:31])[CH:15]=[CH:16][C:17]=1[CH3:18])[N:5]=2)(=[O:35])[CH3:34]. The yield is 0.740.